Dataset: Experimentally validated miRNA-target interactions with 360,000+ pairs, plus equal number of negative samples. Task: Binary Classification. Given a miRNA mature sequence and a target amino acid sequence, predict their likelihood of interaction. The miRNA is hsa-miR-3123 with sequence CAGAGAAUUGUUUAAUC. The protein sequence of the target gene is MCESYSRSLLRVSVAQICQALGWDSVQLSACHLLTDVLQRYLQQLGRGCHRYSELYGRTDPILDDVGEAFQLMGVSLHELEDYIHNIEPVTFPHQIPSFPVSKNNVLQFPQPGSKDAEERKEYIPDYLPPIVSSQEEEEEEQVPTDGGTSAEAMQVPLEEDDELEEEEIINDENFLGKRPLDSPEAEELPAMKRPRLLSTKGDTLDVVLLEAREPLSSINTQKIPPMLSPVHVQDSTDLAPPSPEPPMLAPVAKSQMPTAKPLETKSFTPKTKTKTSSPGQKTKSPKTAQSPAMVGSPIR.... Result: 0 (no interaction).